This data is from Catalyst prediction with 721,799 reactions and 888 catalyst types from USPTO. The task is: Predict which catalyst facilitates the given reaction. (1) Reactant: Br[C:2]1[CH:7]=[CH:6][C:5]([N:8]2[CH:12]([C:13]3[CH:18]=[CH:17][C:16]([F:19])=[CH:15][C:14]=3[F:20])[CH2:11][C:10]([C:21]([F:27])([F:26])[C:22]([F:25])([F:24])[F:23])=[N:9]2)=[CH:4][CH:3]=1.[CH3:28][S:29][C:30]1[CH:31]=[C:32](B(O)O)[CH:33]=[CH:34][CH:35]=1.C(=O)([O-])[O-].[Na+].[Na+].C(O)C. Product: [F:20][C:14]1[CH:15]=[C:16]([F:19])[CH:17]=[CH:18][C:13]=1[CH:12]1[N:8]([C:5]2[CH:4]=[CH:3][C:2]([C:34]3[CH:33]=[CH:32][CH:31]=[C:30]([S:29][CH3:28])[CH:35]=3)=[CH:7][CH:6]=2)[N:9]=[C:10]([C:21]([F:26])([F:27])[C:22]([F:23])([F:25])[F:24])[CH2:11]1. The catalyst class is: 276. (2) Reactant: C1(P(=O)(C2C=CC=CC=2)C2C=CC=CC=2)C=CC=CC=1.FC(F)(F)S(OS(C(F)(F)F)(=O)=O)(=O)=O.[CH3:36][O:37][C:38](=[O:77])[C@H:39]([CH2:68][S:69]CC1C=CC=CC=1)[NH:40][C:41]([C:43]1[NH:44][C:45]2[C:50]([CH:51]=1)=[CH:49][C:48]([O:52][CH2:53][CH2:54][O:55][CH3:56])=[CH:47][C:46]=2[N:57]([CH3:67])[S:58]([C:61]1[CH:66]=[CH:65][CH:64]=[CH:63][N:62]=1)(=[O:60])=[O:59])=O.C1(SC)C=CC=CC=1.C(=O)([O-])O.[Na+]. Product: [CH3:56][O:55][CH2:54][CH2:53][O:52][C:48]1[CH:49]=[C:50]2[C:45](=[C:46]([N:57]([CH3:67])[S:58]([C:61]3[CH:66]=[CH:65][CH:64]=[CH:63][N:62]=3)(=[O:60])=[O:59])[CH:47]=1)[NH:44][C:43]([C:41]1[S:69][CH2:68][C@@H:39]([C:38]([O:37][CH3:36])=[O:77])[N:40]=1)=[CH:51]2. The catalyst class is: 4. (3) Reactant: [BH4-].[Na+].[Br:3][C:4]1[CH:5]=[C:6]([C:19]([CH3:22])([CH3:21])[CH3:20])[C:7]([O:17][CH3:18])=[C:8]([N:10]2[CH2:15][CH2:14][C:13](=[O:16])[CH2:12][CH2:11]2)[CH:9]=1.C(Cl)Cl.C(OCC)(=O)C. Product: [Br:3][C:4]1[CH:5]=[C:6]([C:19]([CH3:22])([CH3:21])[CH3:20])[C:7]([O:17][CH3:18])=[C:8]([N:10]2[CH2:15][CH2:14][CH:13]([OH:16])[CH2:12][CH2:11]2)[CH:9]=1. The catalyst class is: 24. (4) Reactant: [Cl:1][C:2]1[N:6]2[CH:7]=[C:8]([CH:15]=C)[CH:9]=[C:10]([C:11]([F:14])([F:13])[F:12])[C:5]2=[N:4][C:3]=1[C:17]([O:19][CH3:20])=[O:18].I([O-])(=O)(=O)=[O:22].[Na+]. Product: [Cl:1][C:2]1[N:6]2[CH:7]=[C:8]([CH:15]=[O:22])[CH:9]=[C:10]([C:11]([F:14])([F:13])[F:12])[C:5]2=[N:4][C:3]=1[C:17]([O:19][CH3:20])=[O:18]. The catalyst class is: 249. (5) Reactant: [CH3:1][C:2]1[CH:7]=[CH:6][CH:5]=[C:4]([CH3:8])[C:3]=1[NH:9][C:10]([CH2:12]Cl)=[O:11].[CH:14]([N:17]([CH:20](C)C)[CH2:18][CH3:19])(C)[CH3:15].[C:23](OCC)(=O)[CH3:24]. Product: [CH3:15][CH2:14][N:17]([CH2:12][C:10]([NH:9][C:3]1[C:4]([CH3:8])=[CH:5][CH:6]=[CH:7][C:2]=1[CH3:1])=[O:11])[CH2:18][CH3:19].[CH3:20][N:17]([CH2:18][CH2:19][CH2:23][CH3:24])[CH3:14]. The catalyst class is: 8. (6) Reactant: [CH2:1]([N:8]1[CH2:13][CH2:12][C:11](=[O:14])[CH2:10][CH2:9]1)[C:2]1[CH:7]=[CH:6][CH:5]=[CH:4][CH:3]=1.[CH2:15]([Li])[CH2:16][CH2:17][CH3:18].CCCCCC. Product: [CH2:1]([N:8]1[CH2:13][CH2:12][C:11]([CH2:15][CH2:16][CH2:17][CH3:18])([OH:14])[CH2:10][CH2:9]1)[C:2]1[CH:3]=[CH:4][CH:5]=[CH:6][CH:7]=1. The catalyst class is: 27. (7) Reactant: [F:1][CH:2]([F:37])[C:3]1[N:7]([C:8]2[CH:13]=[C:12]([N:14]3[CH2:19][CH2:18][O:17][CH2:16][CH2:15]3)[N:11]=[C:10]([NH:20][CH2:21][C@H:22]3[CH2:27][CH2:26][C@H:25]([NH:28][CH:29]([CH3:32])[CH2:30]F)[CH2:24][CH2:23]3)[N:9]=2)[C:6]2[CH:33]=[CH:34][CH:35]=[CH:36][C:5]=2[N:4]=1.[C:38](=O)([O-:40])[O-:39].[K+].[K+].O. Product: [F:37][CH:2]([F:1])[C:3]1[N:7]([C:8]2[CH:13]=[C:12]([N:14]3[CH2:19][CH2:18][O:17][CH2:16][CH2:15]3)[N:11]=[C:10]([NH:20][CH2:21][C@H:22]3[CH2:27][CH2:26][C@H:25]([N:28]4[CH:29]([CH3:32])[CH2:30][O:40][C:38]4=[O:39])[CH2:24][CH2:23]3)[N:9]=2)[C:6]2[CH:33]=[CH:34][CH:35]=[CH:36][C:5]=2[N:4]=1. The catalyst class is: 44. (8) Reactant: [CH3:1][N:2]([CH3:7])[CH2:3][CH2:4][CH2:5][OH:6].[H-].[Na+].[F:10][C:11]1[C:17](F)=[CH:16][C:14]([NH2:15])=[C:13]([N+:19]([O-:21])=[O:20])[CH:12]=1.O. Product: [CH3:1][N:2]([CH3:7])[CH2:3][CH2:4][CH2:5][O:6][C:17]1[C:11]([F:10])=[CH:12][C:13]([N+:19]([O-:21])=[O:20])=[C:14]([NH2:15])[CH:16]=1. The catalyst class is: 7. (9) Reactant: [O:1]1[C:5]2[CH:6]=[CH:7][C:8]([CH:10]([C:12]3[CH:17]=[CH:16][CH:15]=[C:14]([O:18][CH3:19])[CH:13]=3)[OH:11])=[CH:9][C:4]=2[O:3][CH2:2]1. Product: [O:1]1[C:5]2[CH:6]=[CH:7][C:8]([C:10]([C:12]3[CH:17]=[CH:16][CH:15]=[C:14]([O:18][CH3:19])[CH:13]=3)=[O:11])=[CH:9][C:4]=2[O:3][CH2:2]1. The catalyst class is: 177. (10) Reactant: O=[C:2]1[NH:11][C:10]2[C:5](=[CH:6][CH:7]=[C:8]([C:12]#[N:13])[CH:9]=2)[N:4]2[CH:14]=[CH:15][CH:16]=[C:3]12.CCN(C(C)C)C(C)C.O=P(Cl)(Cl)[Cl:28].O. Product: [Cl:28][C:2]1[C:3]2[N:4]([CH:14]=[CH:15][CH:16]=2)[C:5]2[C:10]([N:11]=1)=[CH:9][C:8]([C:12]#[N:13])=[CH:7][CH:6]=2. The catalyst class is: 11.